From a dataset of Forward reaction prediction with 1.9M reactions from USPTO patents (1976-2016). Predict the product of the given reaction. (1) The product is: [C:1]([N:4]1[C@@H:10]([CH3:11])[C@H:9]([NH:12][C:13](=[O:25])[C@@H:14]([N:16]([CH3:24])[C:17](=[O:23])[O:18][C:19]([CH3:21])([CH3:20])[CH3:22])[CH3:15])[C:8](=[O:26])[N:7]([CH2:34][C:35]2[C:44]3[C:39](=[CH:40][CH:41]=[CH:42][CH:43]=3)[CH:38]=[CH:37][C:36]=2[CH3:45])[C:6]2[CH:27]=[CH:28][C:29]([C:31]#[N:32])=[CH:30][C:5]1=2)(=[O:3])[CH3:2]. Given the reactants [C:1]([N:4]1[C@@H:10]([CH3:11])[C@H:9]([NH:12][C:13](=[O:25])[C@@H:14]([N:16]([CH3:24])[C:17](=[O:23])[O:18][C:19]([CH3:22])([CH3:21])[CH3:20])[CH3:15])[C:8](=[O:26])[NH:7][C:6]2[CH:27]=[CH:28][C:29]([C:31]#[N:32])=[CH:30][C:5]1=2)(=[O:3])[CH3:2].Cl[CH2:34][C:35]1[C:44]2[C:39](=[CH:40][CH:41]=[CH:42][CH:43]=2)[CH:38]=[CH:37][C:36]=1[CH3:45].C(=O)([O-])[O-].[Cs+].[Cs+].[I-].[Na+], predict the reaction product. (2) Given the reactants [NH2:1][C:2]1[O:6][N:5]=[C:4]([CH3:7])[C:3]=1[CH3:8].N1C=CC=CC=1.Cl[C:16]([O:18][C:19]1[CH:24]=[CH:23][CH:22]=[CH:21][CH:20]=1)=[O:17], predict the reaction product. The product is: [CH3:7][C:4]1[C:3]([CH3:8])=[C:2]([NH:1][C:16](=[O:17])[O:18][C:19]2[CH:24]=[CH:23][CH:22]=[CH:21][CH:20]=2)[O:6][N:5]=1.